Dataset: Forward reaction prediction with 1.9M reactions from USPTO patents (1976-2016). Task: Predict the product of the given reaction. (1) The product is: [Cl:1][C:2]1[N:3]=[C:4]([N:11]2[CH2:12][CH2:13][O:14][CH2:15][CH2:16]2)[C:5]2[N:10]=[C:9]([CH:30]=[O:31])[S:8][C:6]=2[N:7]=1. Given the reactants [Cl:1][C:2]1[N:3]=[C:4]([N:11]2[CH2:16][CH2:15][O:14][CH2:13][CH2:12]2)[C:5]2[N:10]=[CH:9][S:8][C:6]=2[N:7]=1.[Li+].C[Si]([N-][Si](C)(C)C)(C)C.CN([CH:30]=[O:31])C.Cl, predict the reaction product. (2) Given the reactants [CH3:1][CH:2]([CH3:18])[CH2:3][CH2:4][N:5]1[C:10](=[O:11])[CH2:9][C:8](=[O:12])[C:7]([C:13]2[S:14][CH:15]=[CH:16][CH:17]=2)=[N:6]1.F[B-](F)(F)F.[CH3:24][S:25][C:26](=[S+]C)[S:27][CH3:28].O1CCOCC1.N1C=CC=CC=1, predict the reaction product. The product is: [CH3:24][S:25][C:26]([S:27][CH3:28])=[C:9]1[C:8](=[O:12])[C:7]([C:13]2[S:14][CH:15]=[CH:16][CH:17]=2)=[N:6][N:5]([CH2:4][CH2:3][CH:2]([CH3:18])[CH3:1])[C:10]1=[O:11]. (3) Given the reactants [Cl:1][C:2]1[C:7]([CH2:8]O)=[CH:6][C:5]([C:10]([F:13])([F:12])[F:11])=[CH:4][N:3]=1.O=S(Cl)Cl.O, predict the reaction product. The product is: [Cl-:1].[Cl:1][C:2]1[C:7]([CH3:8])=[CH:6][C:5]([C:10]([F:11])([F:12])[F:13])=[CH:4][N:3]=1. (4) Given the reactants [F:1][C:2]1[CH:3]=[C:4]2[C:8](=[CH:9][CH:10]=1)[NH:7][C:6]([CH3:11])=[CH:5]2.Cl[C:13]1[C:22]2[C:17](=[CH:18][C:19]([Cl:23])=[CH:20][CH:21]=2)[N:16]=[CH:15][CH:14]=1, predict the reaction product. The product is: [Cl:23][C:19]1[CH:18]=[C:17]2[C:22]([C:13]([C:5]3[C:4]4[C:8](=[CH:9][CH:10]=[C:2]([F:1])[CH:3]=4)[NH:7][C:6]=3[CH3:11])=[CH:14][CH:15]=[N:16]2)=[CH:21][CH:20]=1.